This data is from NCI-60 drug combinations with 297,098 pairs across 59 cell lines. The task is: Regression. Given two drug SMILES strings and cell line genomic features, predict the synergy score measuring deviation from expected non-interaction effect. Synergy scores: CSS=-7.74, Synergy_ZIP=0.399, Synergy_Bliss=-6.50, Synergy_Loewe=-7.11, Synergy_HSA=-8.19. Cell line: PC-3. Drug 2: COC1=C2C(=CC3=C1OC=C3)C=CC(=O)O2. Drug 1: CN(C)C1=NC(=NC(=N1)N(C)C)N(C)C.